From a dataset of Forward reaction prediction with 1.9M reactions from USPTO patents (1976-2016). Predict the product of the given reaction. (1) Given the reactants P(Cl)(Cl)([Cl:3])=O.C1(C)C=CC=CC=1.[CH3:13][O:14][C:15]1[C:35]([O:36][CH3:37])=[C:34]([O:38][CH3:39])[CH:33]=[C:32]([CH3:40])[C:16]=1[C:17]([C:19]1[C:24]([C:25]([F:28])([F:27])[F:26])=[CH:23][N+:22]([O-])=[CH:21][C:20]=1[O:30][CH3:31])=[O:18], predict the reaction product. The product is: [CH3:13][O:14][C:15]1[C:35]([O:36][CH3:37])=[C:34]([O:38][CH3:39])[CH:33]=[C:32]([CH3:40])[C:16]=1[C:17]([C:19]1[C:20]([O:30][CH3:31])=[CH:21][N:22]=[C:23]([Cl:3])[C:24]=1[C:25]([F:28])([F:27])[F:26])=[O:18]. (2) Given the reactants [Cl:1][C:2]1[CH:3]=[CH:4][C:5]([N:8]2[CH:12]=[C:11]([CH2:13][CH2:14][CH2:15][OH:16])[C:10]([CH:17]([CH2:20][CH3:21])[CH2:18][CH3:19])=[N:9]2)=[N:6][CH:7]=1.O[C:23]1[C:28]([CH3:29])=[CH:27][CH:26]=[CH:25][C:24]=1[CH2:30][C:31]([O:33]C)=[O:32].C(P(CCCC)CCCC)CCC.N(C(N1CCCCC1)=O)=NC(N1CCCCC1)=O, predict the reaction product. The product is: [Cl:1][C:2]1[CH:3]=[CH:4][C:5]([N:8]2[CH:12]=[C:11]([CH2:13][CH2:14][CH2:15][O:16][C:23]3[C:28]([CH3:29])=[CH:27][CH:26]=[CH:25][C:24]=3[CH2:30][C:31]([OH:33])=[O:32])[C:10]([CH:17]([CH2:20][CH3:21])[CH2:18][CH3:19])=[N:9]2)=[N:6][CH:7]=1. (3) Given the reactants [C:1]([C:5]1[CH:10]=[CH:9][C:8]([NH:11][C:12]([C:14]2[C:15]([NH:20][CH2:21][C:22]3[CH:27]=[CH:26][N:25]=[C:24](Cl)[CH:23]=3)=[N:16][CH:17]=[CH:18][CH:19]=2)=[O:13])=[CH:7][CH:6]=1)([CH3:4])([CH3:3])[CH3:2].[CH3:29][N:30]([CH3:34])[CH2:31][C:32]#[CH:33], predict the reaction product. The product is: [CH3:29][N:30]([CH3:34])[CH2:31][C:32]#[C:33][C:24]1[CH:23]=[C:22]([CH2:21][NH:20][C:15]2[C:14]([C:12]([NH:11][C:8]3[CH:9]=[CH:10][C:5]([C:1]([CH3:4])([CH3:3])[CH3:2])=[CH:6][CH:7]=3)=[O:13])=[CH:19][CH:18]=[CH:17][N:16]=2)[CH:27]=[CH:26][N:25]=1. (4) Given the reactants Cl.[C:2]1([C:8]2[C:12]3=[C:13]([NH:17][CH2:18][CH:19]4[CH2:24][CH2:23][NH:22][CH2:21][CH2:20]4)[N:14]=[N:15][CH:16]=[C:11]3[O:10][N:9]=2)[CH:7]=[CH:6][CH:5]=[CH:4][CH:3]=1.[C:25]1([C:31]2[CH:35]=[C:34]([CH:36]=O)[O:33][N:32]=2)[CH:30]=[CH:29][CH:28]=[CH:27][CH:26]=1, predict the reaction product. The product is: [C:2]1([C:8]2[C:12]3=[C:13]([NH:17][CH2:18][CH:19]4[CH2:24][CH2:23][N:22]([CH2:36][C:34]5[O:33][N:32]=[C:31]([C:25]6[CH:26]=[CH:27][CH:28]=[CH:29][CH:30]=6)[CH:35]=5)[CH2:21][CH2:20]4)[N:14]=[N:15][CH:16]=[C:11]3[O:10][N:9]=2)[CH:3]=[CH:4][CH:5]=[CH:6][CH:7]=1. (5) Given the reactants [CH:1]1([CH2:4][C:5]([F:12])([F:11])[C:6](OCC)=[O:7])[CH2:3][CH2:2]1.[BH4-].[Na+], predict the reaction product. The product is: [CH:1]1([CH2:4][C:5]([F:12])([F:11])[CH2:6][OH:7])[CH2:3][CH2:2]1. (6) Given the reactants [CH2:1]([NH:4][C:5]1[N:14]=[C:13]([NH2:15])[C:12]2[C:7](=[CH:8][CH:9]=[C:10]([N+:16]([O-:18])=[O:17])[CH:11]=2)[N:6]=1)[CH:2]=[CH2:3].[C:19](OC(=O)C)(=[O:21])[CH3:20].C([O-])(=O)C.[Na+].[OH-].[Na+], predict the reaction product. The product is: [C:19]([NH:15][C:13]1[C:12]2[C:7](=[CH:8][CH:9]=[C:10]([N+:16]([O-:18])=[O:17])[CH:11]=2)[N:6]=[C:5]([NH:4][CH2:1][CH:2]=[CH2:3])[N:14]=1)(=[O:21])[CH3:20]. (7) Given the reactants NC1C=C(S(C)(=O)=O)C=CC=1NCC1CC1.[CH:17]1([CH2:20][N:21]2[C:25]3[CH:26]=[CH:27][C:28]([S:30]([CH3:33])(=[O:32])=[O:31])=[CH:29][C:24]=3[N:23]=[C:22]2[CH2:34][C:35]([CH3:38])([CH3:37])[CH3:36])[CH2:19][CH2:18]1.[ClH:39], predict the reaction product. The product is: [ClH:39].[CH:17]1([CH2:20][N:21]2[C:25]3[CH:26]=[CH:27][C:28]([S:30]([CH3:33])(=[O:31])=[O:32])=[CH:29][C:24]=3[N:23]=[C:22]2[CH2:34][C:35]([CH3:38])([CH3:37])[CH3:36])[CH2:18][CH2:19]1.